From a dataset of Peptide-MHC class II binding affinity with 134,281 pairs from IEDB. Regression. Given a peptide amino acid sequence and an MHC pseudo amino acid sequence, predict their binding affinity value. This is MHC class II binding data. (1) The peptide sequence is YQSYGPSGQYTHEFD. The MHC is DRB1_0101 with pseudo-sequence DRB1_0101. The binding affinity (normalized) is 0. (2) The peptide sequence is PKDSDEFIPMKSSWG. The MHC is DRB1_0701 with pseudo-sequence DRB1_0701. The binding affinity (normalized) is 0.249. (3) The peptide sequence is GLNITGVTCGPGHGI. The MHC is DRB1_0802 with pseudo-sequence DRB1_0802. The binding affinity (normalized) is 0.354. (4) The binding affinity (normalized) is 0.566. The MHC is DRB1_1001 with pseudo-sequence DRB1_1001. The peptide sequence is NLALSIKYNKEGDSM. (5) The peptide sequence is MLTLFILIITSTIKA. The MHC is HLA-DPA10103-DPB10301 with pseudo-sequence HLA-DPA10103-DPB10301. The binding affinity (normalized) is 0.214. (6) The peptide sequence is AFKVAATAANAHPAN. The MHC is DRB1_1001 with pseudo-sequence DRB1_1001. The binding affinity (normalized) is 0.870. (7) The peptide sequence is ISPYNSQNAVASKIL. The MHC is DRB5_0101 with pseudo-sequence DRB5_0101. The binding affinity (normalized) is 0.577.